From a dataset of Forward reaction prediction with 1.9M reactions from USPTO patents (1976-2016). Predict the product of the given reaction. (1) Given the reactants [Br:1][C:2]1[CH:3]=[C:4]2[C:8](=[CH:9][CH:10]=1)[C:7](=[O:11])[NH:6][CH:5]2O.O.[NH2:14]N, predict the reaction product. The product is: [Br:1][C:2]1[CH:3]=[C:4]2[C:8](=[CH:9][CH:10]=1)[C:7]([OH:11])=[N:6][N:14]=[CH:5]2. (2) The product is: [Br:1][C:2]1[C:3]([CH3:16])=[N:4][C:5]([NH:32][NH2:33])=[CH:6][C:7]=1[C:8]1[CH:13]=[CH:12][C:11]([Cl:14])=[CH:10][CH:9]=1. Given the reactants [Br:1][C:2]1[C:3]([CH3:16])=[N:4][C:5](Cl)=[CH:6][C:7]=1[C:8]1[CH:13]=[CH:12][C:11]([Cl:14])=[CH:10][CH:9]=1.BrC1C([NH:32][NH2:33])=NC(C)=CC=1C1C=CC(Cl)=CC=1, predict the reaction product. (3) Given the reactants [Cl:1][C:2]1[CH:39]=[CH:38][C:5]([CH2:6][N:7]2[C:15]3[C:14](=[O:16])[N:13]([CH:17]4[CH2:20][CH:19]([C:21]([O-])=[O:22])[CH2:18]4)[C:12](=[O:24])[N:11]([CH3:25])[C:10]=3[N:9]=[C:8]2[O:26][C:27]2[CH:32]=[CH:31][CH:30]=[C:29]([O:33][C:34]([F:37])([F:36])[F:35])[CH:28]=2)=[CH:4][CH:3]=1.[H-].[H-].[H-].[H-].[Li+].[Al+3], predict the reaction product. The product is: [Cl:1][C:2]1[CH:3]=[CH:4][C:5]([CH2:6][N:7]2[C:15]3[C:14](=[O:16])[N:13]([CH:17]4[CH2:18][CH:19]([CH2:21][OH:22])[CH2:20]4)[C:12](=[O:24])[N:11]([CH3:25])[C:10]=3[N:9]=[C:8]2[O:26][C:27]2[CH:32]=[CH:31][CH:30]=[C:29]([O:33][C:34]([F:37])([F:35])[F:36])[CH:28]=2)=[CH:38][CH:39]=1. (4) Given the reactants Cl[C:2]1[N:7]=[CH:6][C:5]([S:8]([NH:11][C:12]2[CH:17]=[C:16]([N:18]3[CH2:23][C@H:22]([CH3:24])[NH:21][C@H:20]([CH3:25])[CH2:19]3)[CH:15]=[CH:14][C:13]=2[O:26][CH3:27])(=[O:10])=[O:9])=[CH:4][CH:3]=1.[O:28]1[CH:32]=[CH:31][CH:30]=[C:29]1B(O)O.C(=O)([O-])[O-].[Na+].[Na+].Cl, predict the reaction product. The product is: [CH3:25][C@H:20]1[NH:21][C@@H:22]([CH3:24])[CH2:23][N:18]([C:16]2[CH:15]=[CH:14][C:13]([O:26][CH3:27])=[C:12]([NH:11][S:8]([C:5]3[CH:6]=[N:7][C:2]([C:29]4[O:28][CH:32]=[CH:31][CH:30]=4)=[CH:3][CH:4]=3)(=[O:10])=[O:9])[CH:17]=2)[CH2:19]1. (5) The product is: [CH:22]1([C:20]([N:17]2[CH2:18][CH2:19][C@@H:15]([CH2:14][N:9]3[C:8]([C:5]4[CH:6]=[CH:7][C:2]([C:30]5[CH:31]=[CH:32][C:27]([F:26])=[CH:28][CH:29]=5)=[CH:3][C:4]=4[CH3:25])=[N:12][NH:11][C:10]3=[O:13])[CH2:16]2)=[O:21])[CH2:24][CH2:23]1. Given the reactants Br[C:2]1[CH:7]=[CH:6][C:5]([C:8]2[N:9]([CH2:14][C@@H:15]3[CH2:19][CH2:18][N:17]([C:20]([CH:22]4[CH2:24][CH2:23]4)=[O:21])[CH2:16]3)[C:10](=[O:13])[NH:11][N:12]=2)=[C:4]([CH3:25])[CH:3]=1.[F:26][C:27]1[CH:32]=[CH:31][C:30](B(O)O)=[CH:29][CH:28]=1.C([O-])([O-])=O.[K+].[K+].C([O-])(O)=O.[Na+], predict the reaction product. (6) Given the reactants [CH2:1]([N:8]1[C:16]2[C:11](=[CH:12][C:13]([C:17]([O:19]C)=[O:18])=[CH:14][CH:15]=2)[C:10]([CH3:21])=[N:9]1)[C:2]1[CH:7]=[CH:6][CH:5]=[CH:4][CH:3]=1.[OH-].[Li+].O.Cl, predict the reaction product. The product is: [CH2:1]([N:8]1[C:16]2[C:11](=[CH:12][C:13]([C:17]([OH:19])=[O:18])=[CH:14][CH:15]=2)[C:10]([CH3:21])=[N:9]1)[C:2]1[CH:3]=[CH:4][CH:5]=[CH:6][CH:7]=1. (7) Given the reactants [NH2:1][C:2]1[CH:33]=[CH:32][CH:31]=[CH:30][C:3]=1[O:4][C:5]1[C:10]([Cl:11])=[CH:9][N:8]=[C:7]([NH:12][C:13]2[CH:18]=[CH:17][C:16]([N:19]3[CH2:24][CH2:23][N:22]([C:25](=[O:27])[CH3:26])[CH2:21][CH2:20]3)=[CH:15][C:14]=2[O:28][CH3:29])[N:6]=1.CCN(C(C)C)C(C)C.[C:43](Cl)(=[O:46])[CH:44]=[CH2:45].CO, predict the reaction product. The product is: [C:25]([N:22]1[CH2:23][CH2:24][N:19]([C:16]2[CH:17]=[CH:18][C:13]([NH:12][C:7]3[N:6]=[C:5]([O:4][C:3]4[CH:30]=[CH:31][CH:32]=[CH:33][C:2]=4[NH:1][C:43](=[O:46])[CH:44]=[CH2:45])[C:10]([Cl:11])=[CH:9][N:8]=3)=[C:14]([O:28][CH3:29])[CH:15]=2)[CH2:20][CH2:21]1)(=[O:27])[CH3:26]. (8) Given the reactants [CH2:1]([NH:8][C:9]1[CH:14]=[CH:13][C:12]([CH2:15][CH2:16][CH2:17][CH2:18][CH2:19][CH2:20][CH2:21][CH3:22])=[CH:11][CH:10]=1)[C:2]1[CH:7]=[CH:6][CH:5]=[CH:4][CH:3]=1.[C:23]1([N:29]=[C:30]=[O:31])[CH:28]=[CH:27][CH:26]=[CH:25][CH:24]=1, predict the reaction product. The product is: [CH2:1]([N:8]([C:9]1[CH:10]=[CH:11][C:12]([CH2:15][CH2:16][CH2:17][CH2:18][CH2:19][CH2:20][CH2:21][CH3:22])=[CH:13][CH:14]=1)[C:30]([NH:29][C:23]1[CH:28]=[CH:27][CH:26]=[CH:25][CH:24]=1)=[O:31])[C:2]1[CH:3]=[CH:4][CH:5]=[CH:6][CH:7]=1. (9) Given the reactants [BH4-].[Na+].[Cl:3][C:4]1[CH:5]=[C:6]([S:11]([NH:14][C@@H:15]([C:17]2[N:21]([CH2:22][CH3:23])[C:20]([O:24][C:25]3[CH:30]=[CH:29][CH:28]=[C:27]([N:31]4[CH2:36][CH2:35][C:34](=[O:37])[CH2:33][CH2:32]4)[CH:26]=3)=[N:19][N:18]=2)[CH3:16])(=[O:13])=[O:12])[CH:7]=[CH:8][C:9]=1[Cl:10].O, predict the reaction product. The product is: [Cl:3][C:4]1[CH:5]=[C:6]([S:11]([NH:14][C@@H:15]([C:17]2[N:21]([CH2:22][CH3:23])[C:20]([O:24][C:25]3[CH:30]=[CH:29][CH:28]=[C:27]([N:31]4[CH2:32][CH2:33][CH:34]([OH:37])[CH2:35][CH2:36]4)[CH:26]=3)=[N:19][N:18]=2)[CH3:16])(=[O:12])=[O:13])[CH:7]=[CH:8][C:9]=1[Cl:10].